From a dataset of Catalyst prediction with 721,799 reactions and 888 catalyst types from USPTO. Predict which catalyst facilitates the given reaction. (1) Reactant: [CH3:1][O:2][C:3]1[CH:4]=[C:5]([C:9]2[CH:14]=[CH:13][C:12]([C@@H:15]([C:29]([O:31]CC3C=CC=CC=3)=[O:30])[NH:16][C:17]([C@H:19]([CH2:25][CH:26]([CH3:28])[CH3:27])[CH2:20][C:21]([O:23][CH3:24])=[O:22])=[O:18])=[CH:11][CH:10]=2)[CH:6]=[CH:7][CH:8]=1. Product: [CH3:24][O:23][C:21]([CH2:20][C@@H:19]([CH2:25][CH:26]([CH3:28])[CH3:27])[C:17]([NH:16][C@@H:15]([C:12]1[CH:13]=[CH:14][C:9]([C:5]2[CH:6]=[CH:7][CH:8]=[C:3]([O:2][CH3:1])[CH:4]=2)=[CH:10][CH:11]=1)[C:29]([OH:31])=[O:30])=[O:18])=[O:22]. The catalyst class is: 153. (2) Reactant: [CH2:1]([N:4]1[CH2:9][CH2:8][O:7][CH2:6][CH2:5]1)[CH:2]=[CH2:3].[BH:10]1[CH:15]2[CH2:16][CH2:17][CH2:18][CH:11]1[CH2:12][CH2:13][CH2:14]2. Product: [CH:11]12[B:10]([CH2:3][CH2:2][CH2:1][N:4]3[CH2:9][CH2:8][O:7][CH2:6][CH2:5]3)[CH:15]([CH2:16][CH2:17][CH2:18]1)[CH2:14][CH2:13][CH2:12]2. The catalyst class is: 1.